From a dataset of Full USPTO retrosynthesis dataset with 1.9M reactions from patents (1976-2016). Predict the reactants needed to synthesize the given product. (1) Given the product [Cl:30][C:12]1[NH:11][C:10]2[C:9](=[O:15])[N:8]([C:16]3[CH:17]=[CH:18][CH:19]=[CH:20][CH:21]=3)[C:7](=[O:22])[N:6]([CH2:1][CH2:2][CH2:3][CH2:4][CH3:5])[C:14]=2[N:13]=1, predict the reactants needed to synthesize it. The reactants are: [CH2:1]([N:6]1[C:14]2[N:13]=[CH:12][NH:11][C:10]=2[C:9](=[O:15])[N:8]([C:16]2[CH:21]=[CH:20][CH:19]=[CH:18][CH:17]=2)[C:7]1=[O:22])[CH2:2][CH2:3][CH2:4][CH3:5].C1C(=O)N([Cl:30])C(=O)C1. (2) Given the product [CH3:10][C:6]1[CH:5]=[C:4]([N+:11]([O-:13])=[O:12])[C:3]([O:2][CH3:1])=[CH:8][C:7]=1[N:23]1[CH2:24][CH2:25][CH:20]([CH2:19][CH2:18][S:15]([CH3:14])(=[O:17])=[O:16])[CH2:21][CH2:22]1, predict the reactants needed to synthesize it. The reactants are: [CH3:1][O:2][C:3]1[CH:8]=[C:7](F)[C:6]([CH3:10])=[CH:5][C:4]=1[N+:11]([O-:13])=[O:12].[CH3:14][S:15]([CH2:18][CH2:19][CH:20]1[CH2:25][CH2:24][NH:23][CH2:22][CH2:21]1)(=[O:17])=[O:16].C([O-])([O-])=O.[K+].[K+].